This data is from Peptide-MHC class I binding affinity with 185,985 pairs from IEDB/IMGT. The task is: Regression. Given a peptide amino acid sequence and an MHC pseudo amino acid sequence, predict their binding affinity value. This is MHC class I binding data. (1) The binding affinity (normalized) is 0.0886. The MHC is HLA-A11:01 with pseudo-sequence HLA-A11:01. The peptide sequence is IMNLEMIDER. (2) The MHC is HLA-B15:09 with pseudo-sequence HLA-B15:09. The binding affinity (normalized) is 0.0847. The peptide sequence is RSLYNTVAVLY. (3) The peptide sequence is NVRGSGMRILV. The MHC is HLA-A02:01 with pseudo-sequence HLA-A02:01. The binding affinity (normalized) is 0.0812. (4) The peptide sequence is RTSKTSLER. The MHC is HLA-B57:01 with pseudo-sequence HLA-B57:01. The binding affinity (normalized) is 0.